Predict the reaction yield, written as a fraction of the theoretical maximum amount of product (1.0 means a 100% yield; for example, 0.34 means a 34% yield). From a dataset of Reaction yield outcomes from USPTO patents with 853,638 reactions. (1) The reactants are C([O:5][C:6](=[O:26])[CH2:7][N:8]1[CH:13]=[CH:12][CH:11]=[C:10]([NH:14][C:15]([O:17][CH2:18][C:19]2[CH:24]=[CH:23][CH:22]=[CH:21][CH:20]=2)=[O:16])[C:9]1=[O:25])(C)(C)C.FC(F)(F)C(O)=O. The catalyst is C(Cl)Cl. The product is [CH2:18]([O:17][C:15]([NH:14][C:10]1[C:9](=[O:25])[N:8]([CH2:7][C:6]([OH:26])=[O:5])[CH:13]=[CH:12][CH:11]=1)=[O:16])[C:19]1[CH:24]=[CH:23][CH:22]=[CH:21][CH:20]=1. The yield is 0.770. (2) The reactants are [CH2:1]([O:3][C:4]([C:6]1[N:7]([CH2:11][O:12][CH2:13][CH2:14][Si:15]([CH3:18])([CH3:17])[CH3:16])[CH:8]=[CH:9][N:10]=1)=[O:5])[CH3:2].C1C(=O)N([Br:26])C(=O)C1. The catalyst is CC#N. The product is [CH2:1]([O:3][C:4]([C:6]1[N:7]([CH2:11][O:12][CH2:13][CH2:14][Si:15]([CH3:17])([CH3:16])[CH3:18])[CH:8]=[C:9]([Br:26])[N:10]=1)=[O:5])[CH3:2]. The yield is 0.390.